The task is: Predict the reaction yield, written as a fraction of the theoretical maximum amount of product (1.0 means a 100% yield; for example, 0.34 means a 34% yield).. This data is from Reaction yield outcomes from USPTO patents with 853,638 reactions. The catalyst is C(#N)C.C1COCC1. The product is [C:57]([NH:60][NH:61][C:16](=[O:18])[CH2:15][CH2:14][C:12]1[N:13]=[C:9]([NH:8][C:5]2[C:4]([O:19][C:20]3[CH:21]=[CH:22][CH:23]=[CH:24][CH:25]=3)=[CH:3][C:2]([Br:1])=[CH:7][N:6]=2)[S:10][CH:11]=1)(=[O:59])[CH3:58]. The reactants are [Br:1][C:2]1[CH:3]=[C:4]([O:19][C:20]2[CH:25]=[CH:24][CH:23]=[CH:22][CH:21]=2)[C:5]([NH:8][C:9]2[S:10][CH:11]=[C:12]([CH2:14][CH2:15][C:16]([OH:18])=O)[N:13]=2)=[N:6][CH:7]=1.C1C=CC2N(O)N=NC=2C=1.O.CCN(C(C)C)C(C)C.CCN=C=NCCCN(C)C.[C:57]([NH:60][NH2:61])(=[O:59])[CH3:58]. The yield is 1.27.